From a dataset of Full USPTO retrosynthesis dataset with 1.9M reactions from patents (1976-2016). Predict the reactants needed to synthesize the given product. (1) Given the product [NH2:14][C:11]1[N:12]=[CH:13][C:8]([C:5]2[CH:6]=[CH:7][C:2]([C:25]3[C:24]([S:21]([NH:20][C:16]([CH3:19])([CH3:18])[CH3:17])(=[O:22])=[O:23])=[CH:29][CH:28]=[CH:27][CH:26]=3)=[CH:3][C:4]=2[F:15])=[N:9][CH:10]=1, predict the reactants needed to synthesize it. The reactants are: Cl[C:2]1[CH:7]=[CH:6][C:5]([C:8]2[N:9]=[CH:10][C:11]([NH2:14])=[N:12][CH:13]=2)=[C:4]([F:15])[CH:3]=1.[C:16]([NH:20][S:21]([C:24]1[CH:29]=[CH:28][CH:27]=[CH:26][C:25]=1B(O)O)(=[O:23])=[O:22])([CH3:19])([CH3:18])[CH3:17].N#N.[O-]P([O-])([O-])=O.[K+].[K+].[K+].C. (2) Given the product [NH2:17][C:4]1[CH:5]=[C:6]([CH2:9][CH2:10][CH2:11][CH2:12][C:13]([O:15][CH3:16])=[O:14])[CH:7]=[CH:8][C:3]=1[CH:1]=[O:2], predict the reactants needed to synthesize it. The reactants are: [CH:1]([C:3]1[CH:8]=[CH:7][C:6]([C:9]#[C:10][CH2:11][CH2:12][C:13]([O:15][CH3:16])=[O:14])=[CH:5][C:4]=1[N+:17]([O-])=O)=[O:2].[H][H]. (3) Given the product [CH3:1][O:2][C:3]1[CH:4]=[C:5]2[C:9]([C:8]([CH:14]([CH2:19][CH3:20])[C:15]([O:17][CH3:18])=[O:16])=[CH:7][CH2:6]2)=[CH:10][CH:11]=1, predict the reactants needed to synthesize it. The reactants are: [CH3:1][O:2][C:3]1[CH:4]=[C:5]2[C:9](=[CH:10][CH:11]=1)[C:8](=O)[CH2:7][CH2:6]2.Br[CH:14]([CH2:19][CH3:20])[C:15]([O:17][CH3:18])=[O:16].Cl. (4) Given the product [N:1]1([C:12](=[O:13])[C:11]2[NH:10][CH:9]=[N:8][C:7]=2[N:5]([CH3:6])[C:3]1=[O:4])[CH3:2], predict the reactants needed to synthesize it. The reactants are: [N:1]1([C:12](=[O:13])[C:11]2[NH:10][C:9](CCCC(O)=O)=[N:8][C:7]=2[N:5]([CH3:6])[C:3]1=[O:4])[CH3:2].CCN=C=NCCCN(C)C.Cl.C(CCN)CCC(O)=O.C(O)C(N)(CO)CO. (5) Given the product [NH2:1][C:2]1[N:7]=[CH:6][C:5]([C:8]2[CH:16]=[CH:15][C:11]([C:12](=[O:13])[NH:30][CH2:29][CH2:28][O:27][CH3:26])=[CH:10][CH:9]=2)=[CH:4][C:3]=1[C:17]([NH:18][C:19]1[CH:24]=[CH:23][N:22]=[CH:21][CH:20]=1)=[O:25], predict the reactants needed to synthesize it. The reactants are: [NH2:1][C:2]1[N:7]=[CH:6][C:5]([C:8]2[CH:16]=[CH:15][C:11]([C:12](O)=[O:13])=[CH:10][CH:9]=2)=[CH:4][C:3]=1[C:17](=[O:25])[NH:18][C:19]1[CH:24]=[CH:23][N:22]=[CH:21][CH:20]=1.[CH3:26][O:27][CH2:28][CH2:29][NH2:30]. (6) The reactants are: C1(P(=O)(C2C=CC=CC=2)C2C=CC=CC=2)C=CC=CC=1.FC(F)(F)S(OS(C(F)(F)F)(=O)=O)(=O)=O.C([S:43][CH:44]([CH2:77][N:78]1[CH2:83][CH2:82][O:81][CH2:80][CH2:79]1)[CH2:45][NH:46][C:47]([C:49]1[NH:50][C:51]2[C:56]([CH:57]=1)=[CH:55][C:54]([O:58][CH2:59][CH2:60][CH2:61][S:62]([CH3:65])(=[O:64])=[O:63])=[CH:53][C:52]=2[N:66]([CH3:76])[S:67]([C:70]1[CH:75]=[CH:74][CH:73]=[CH:72][N:71]=1)(=[O:69])=[O:68])=O)C1C=CC=CC=1.C1(SC)C=CC=CC=1. Given the product [CH3:76][N:66]([C:52]1[CH:53]=[C:54]([O:58][CH2:59][CH2:60][CH2:61][S:62]([CH3:65])(=[O:64])=[O:63])[CH:55]=[C:56]2[C:51]=1[NH:50][C:49]([C:47]1[S:43][CH:44]([CH2:77][N:78]3[CH2:79][CH2:80][O:81][CH2:82][CH2:83]3)[CH2:45][N:46]=1)=[CH:57]2)[S:67]([C:70]1[CH:75]=[CH:74][CH:73]=[CH:72][N:71]=1)(=[O:69])=[O:68], predict the reactants needed to synthesize it. (7) Given the product [O:61]=[C:52]1[C:53]2[C:58](=[CH:57][CH:56]=[CH:55][CH:54]=2)[C:59](=[O:60])[N:51]1[CH2:50][C@@H:49]([NH:48][C:12]([C:9]1[S:8][C:7]([C:6]2[N:2]([CH3:1])[N:3]=[CH:4][CH:5]=2)=[N:11][CH:10]=1)=[O:14])[CH2:62][C:63]1[CH:68]=[CH:67][CH:66]=[C:65]([F:69])[CH:64]=1, predict the reactants needed to synthesize it. The reactants are: [CH3:1][N:2]1[C:6]([C:7]2[S:8][C:9]([C:12]([OH:14])=O)=[CH:10][N:11]=2)=[CH:5][CH:4]=[N:3]1.C1CN([P+](Br)(N2CCCC2)N2CCCC2)CC1.F[P-](F)(F)(F)(F)F.CCN(C(C)C)C(C)C.[NH2:48][C@@H:49]([CH2:62][C:63]1[CH:68]=[CH:67][CH:66]=[C:65]([F:69])[CH:64]=1)[CH2:50][N:51]1[C:59](=[O:60])[C:58]2[C:53](=[CH:54][CH:55]=[CH:56][CH:57]=2)[C:52]1=[O:61]. (8) Given the product [CH3:16][O:15][C:11](=[O:14])[CH2:12][CH2:13][CH:4]([CH:5]1[CH2:10][CH2:9][CH2:8][CH2:7][CH2:6]1)[N+:1]([O-:3])=[O:2], predict the reactants needed to synthesize it. The reactants are: [N+:1]([CH2:4][CH:5]1[CH2:10][CH2:9][CH2:8][CH2:7][CH2:6]1)([O-:3])=[O:2].[C:11]([O:15][CH3:16])(=[O:14])[CH:12]=[CH2:13]. (9) Given the product [C:40]([O:39][C:37]([N:28]([CH2:29][C@@H:30]1[CH2:34][O:33][C:32]([CH3:36])([CH3:35])[O:31]1)[NH2:27])=[O:38])([CH3:43])([CH3:41])[CH3:42], predict the reactants needed to synthesize it. The reactants are: COC(=O)C1C=CC=C(COC2C=CC(C3C=C(F)C(F)=CC=3F)=CC=2)C=1[NH:27][N:28]([C:37]([O:39][C:40]([CH3:43])([CH3:42])[CH3:41])=[O:38])[CH2:29][C@@H:30]1[CH2:34][O:33][C:32]([CH3:36])([CH3:35])[O:31]1.COC(=O)C1C=CC=C(COC2C=CC(C3C=C(F)C(F)=CC=3Cl)=CC=2)C=1.COC(=O)C1C=CC=C(COC2C=CC(C3C=C(F)C(F)=CC=3Cl)=CC=2)C=1Br. (10) Given the product [NH:22]=[C:23]([NH:28][CH2:29][CH2:30][CH2:31][C@H:32]([NH:68][C:69](=[O:90])[CH2:70][CH2:71][NH:72][C:73]([C:75]1[CH:76]=[CH:77][C:78]([C:81]2[CH:86]=[CH:85][C:84]([CH2:87][CH2:88][CH3:89])=[CH:83][CH:82]=2)=[CH:79][CH:80]=1)=[O:74])[C:33]([N:35]([CH3:67])[C@H:36]1[C:53]2[CH:54]=[C:49]([C:50]([O:55][CH3:56])=[CH:51][CH:52]=2)[C:48]2=[CH:57][C:44](=[CH:45][CH:46]=[C:47]2[O:58][CH3:59])[CH2:43][C@@H:42]([C:60]([O:62][CH3:63])=[O:61])[NH:41][C:40](=[O:64])[C@H:39]([CH3:65])[NH:38][C:37]1=[O:66])=[O:34])[NH2:24], predict the reactants needed to synthesize it. The reactants are: C(OC(=O)N[C@H](C=O)CCCNC(=N)N[N+]([O-])=O)(C)(C)C.[NH:22]=[C:23]([NH:28][CH2:29][CH2:30][CH2:31][C@H:32]([NH:68][C:69](=[O:90])[CH2:70][CH2:71][NH:72][C:73]([C:75]1[CH:80]=[CH:79][C:78]([C:81]2[CH:86]=[CH:85][C:84]([CH2:87][CH2:88][CH3:89])=[CH:83][CH:82]=2)=[CH:77][CH:76]=1)=[O:74])[C:33]([N:35]([CH3:67])[C@H:36]1[C:53]2[CH:54]=[C:49]([C:50]([O:55][CH3:56])=[CH:51][CH:52]=2)[C:48]2=[CH:57][C:44](=[CH:45][CH:46]=[C:47]2[O:58][CH3:59])[CH2:43][C@@H:42]([C:60]([O:62][CH3:63])=[O:61])[NH:41][C:40](=[O:64])[C@H:39]([CH3:65])[NH:38][C:37]1=[O:66])=[O:34])[NH:24][N+]([O-])=O.